From a dataset of Forward reaction prediction with 1.9M reactions from USPTO patents (1976-2016). Predict the product of the given reaction. Given the reactants Cl[C:2]1[N:3]=[C:4]2[C:20]([CH3:21])=[CH:19][CH:18]=[CH:17][N:5]2[C:6](=[O:16])[C:7]=1[NH:8][C:9](=[O:15])[CH2:10][C:11]([CH3:14])([CH3:13])[CH3:12].[CH:22]([NH2:25])([CH3:24])[CH3:23].C([O-])(O)=O.[Na+], predict the reaction product. The product is: [CH3:12][C:11]([CH3:14])([CH3:13])[CH2:10][C:9]([NH:8][C:7]1[C:6](=[O:16])[N:5]2[CH:17]=[CH:18][CH:19]=[C:20]([CH3:21])[C:4]2=[N:3][C:2]=1[NH:25][CH:22]([CH3:24])[CH3:23])=[O:15].